Dataset: Reaction yield outcomes from USPTO patents with 853,638 reactions. Task: Predict the reaction yield, written as a fraction of the theoretical maximum amount of product (1.0 means a 100% yield; for example, 0.34 means a 34% yield). (1) The catalyst is C(O)C. The yield is 0.830. The reactants are [Br:1][C:2]1[CH:3]=[C:4]([C:8]2([C:15]3[CH:20]=[CH:19][C:18]([O:21][CH3:22])=[CH:17][CH:16]=3)[C:12](=S)S[C:10](=[S:14])[NH:9]2)[CH:5]=[CH:6][CH:7]=1.[NH2:23][CH2:24][CH2:25][CH2:26][NH2:27]. The product is [Br:1][C:2]1[CH:3]=[C:4]([C:8]2([C:15]3[CH:16]=[CH:17][C:18]([O:21][CH3:22])=[CH:19][CH:20]=3)[C:12]3=[N:27][CH2:26][CH2:25][CH2:24][N:23]3[C:10](=[S:14])[NH:9]2)[CH:5]=[CH:6][CH:7]=1. (2) The reactants are [Br:1][C:2]1[CH:11]=[N:10][C:9]2[C:8](Cl)=[N:7][C:6]([Cl:13])=[N:5][C:4]=2[CH:3]=1.[NH:14]1[CH2:19][CH2:18][O:17][CH2:16][CH2:15]1. The catalyst is C(Cl)Cl. The product is [Br:1][C:2]1[CH:11]=[N:10][C:9]2[C:8]([N:14]3[CH2:19][CH2:18][O:17][CH2:16][CH2:15]3)=[N:7][C:6]([Cl:13])=[N:5][C:4]=2[CH:3]=1. The yield is 0.260. (3) The reactants are [OH:1][CH2:2][C:3]1[CH:8]=[CH:7][C:6]([C:9]([F:12])([F:11])[F:10])=[CH:5][CH:4]=1.Cl[C:14]1[N:15]=[C:16]([OH:30])[C:17]2[CH:23]=[CH:22][N:21]=[C:20]([C:24]3[N:25]=[CH:26][N:27]([CH3:29])[CH:28]=3)[C:18]=2[N:19]=1. No catalyst specified. The product is [CH3:29][N:27]1[CH:28]=[C:24]([C:20]2[C:18]3[N:19]=[C:14]([O:1][CH2:2][C:3]4[CH:4]=[CH:5][C:6]([C:9]([F:10])([F:11])[F:12])=[CH:7][CH:8]=4)[N:15]=[C:16]([OH:30])[C:17]=3[CH:23]=[CH:22][N:21]=2)[N:25]=[CH:26]1. The yield is 0.370. (4) The reactants are [CH3:1][C:2]1[CH:7]=[C:6]([CH3:8])[NH:5][C:4](=[O:9])[C:3]=1[CH2:10][NH:11][C:12]([C:14]1[C:15]([CH3:41])=[C:16]([N:24]([CH2:39][CH3:40])[CH:25]2[CH2:30][CH2:29][CH:28]([NH:31]C(=O)OC(C)(C)C)[CH2:27][CH2:26]2)[CH:17]=[C:18]([O:20][CH2:21][CH2:22][OH:23])[CH:19]=1)=[O:13].C(O)(C(F)(F)F)=O. The catalyst is C(Cl)Cl. The product is [NH2:31][CH:28]1[CH2:27][CH2:26][CH:25]([N:24]([CH2:39][CH3:40])[C:16]2[C:15]([CH3:41])=[C:14]([CH:19]=[C:18]([O:20][CH2:21][CH2:22][OH:23])[CH:17]=2)[C:12]([NH:11][CH2:10][C:3]2[C:4](=[O:9])[NH:5][C:6]([CH3:8])=[CH:7][C:2]=2[CH3:1])=[O:13])[CH2:30][CH2:29]1. The yield is 0.760. (5) The reactants are OS(O)(=O)=O.[CH2:6]([O:9][C:10]([N:12]1[CH2:16][C@H:15]([OH:17])[CH2:14][C@H:13]1[C:18]([OH:20])=[O:19])=[O:11])[CH:7]=[CH2:8].[CH3:21]O. No catalyst specified. The product is [CH2:6]([O:9][C:10]([N:12]1[CH2:16][C@H:15]([OH:17])[CH2:14][C@H:13]1[C:18]([O:20][CH3:21])=[O:19])=[O:11])[CH:7]=[CH2:8]. The yield is 0.430. (6) The catalyst is C(Cl)Cl. The reactants are [CH3:1][C:2]1([CH3:34])[O:6][C@H:5]([C@@:7]([OH:31])([CH:29]=C)[CH2:8][O:9][C:10]([C:23]2[CH:28]=[CH:27][CH:26]=[CH:25][CH:24]=2)([C:17]2[CH:22]=[CH:21][CH:20]=[CH:19][CH:18]=2)[C:11]2[CH:16]=[CH:15][CH:14]=[CH:13][CH:12]=2)[C@H:4]([CH:32]=C)[O:3]1. The product is [CH3:34][C:2]1([CH3:1])[O:3][C@H:4]2[CH:32]=[CH:29][C@:7]([CH2:8][O:9][C:10]([C:23]3[CH:28]=[CH:27][CH:26]=[CH:25][CH:24]=3)([C:11]3[CH:16]=[CH:15][CH:14]=[CH:13][CH:12]=3)[C:17]3[CH:22]=[CH:21][CH:20]=[CH:19][CH:18]=3)([OH:31])[C@H:5]2[O:6]1. The yield is 0.940.